From a dataset of Reaction yield outcomes from USPTO patents with 853,638 reactions. Predict the reaction yield, written as a fraction of the theoretical maximum amount of product (1.0 means a 100% yield; for example, 0.34 means a 34% yield). (1) The reactants are [Cl:1][C:2]1[CH:3]=[C:4]2[C:8](=[CH:9][CH:10]=1)[NH:7][CH:6]=[C:5]2[CH2:11][CH2:12][NH:13][C:14](=[O:28])[C:15]([NH:17][C@@H:18]([CH2:21][C:22]1[CH:27]=[CH:26][CH:25]=[CH:24][CH:23]=1)[CH2:19][OH:20])=O.CC[N+](S(N=C(OC)[O-])(=O)=O)(CC)CC. The catalyst is C1COCC1. The product is [CH2:21]([C@H:18]1[CH2:19][O:20][C:15]([C:14]([NH:13][CH2:12][CH2:11][C:5]2[C:4]3[C:8](=[CH:9][CH:10]=[C:2]([Cl:1])[CH:3]=3)[NH:7][CH:6]=2)=[O:28])=[N:17]1)[C:22]1[CH:27]=[CH:26][CH:25]=[CH:24][CH:23]=1. The yield is 0.0400. (2) The reactants are CO[C:3]([C:5]1[CH:10]=[CH:9][C:8](=[O:11])[N:7]([CH3:12])[C:6]=1[NH:13][C:14]1[CH:19]=[CH:18][C:17]([CH3:20])=[CH:16][C:15]=1[F:21])=[O:4].[CH:22]([O:24][CH2:25][CH2:26][O:27][NH2:28])=[CH2:23].C[Si]([N-][Si](C)(C)C)(C)C.[Li+]. The catalyst is C1COCC1. The product is [CH:22]([O:24][CH2:25][CH2:26][O:27][NH:28][C:3]([C:5]1[CH:10]=[CH:9][C:8](=[O:11])[N:7]([CH3:12])[C:6]=1[NH:13][C:14]1[CH:19]=[CH:18][C:17]([CH3:20])=[CH:16][C:15]=1[F:21])=[O:4])=[CH2:23]. The yield is 0.770. (3) The reactants are [N+:1]([C:4]1[C:5]([CH:14]([C:16]2[CH:17]=[N:18][C:19]([C:22]([F:25])([F:24])[F:23])=[CH:20][CH:21]=2)[OH:15])=[CH:6][CH:7]=[C:8]2[C:13]=1[N:12]=[CH:11][CH:10]=[CH:9]2)([O-:3])=[O:2].C1C=C[NH+]=CC=1.C1C=C[NH+]=CC=1.[O-][Cr](O[Cr]([O-])(=O)=O)(=O)=O. The catalyst is C(Cl)Cl. The product is [N+:1]([C:4]1[C:5]([C:14]([C:16]2[CH:17]=[N:18][C:19]([C:22]([F:25])([F:24])[F:23])=[CH:20][CH:21]=2)=[O:15])=[CH:6][CH:7]=[C:8]2[C:13]=1[N:12]=[CH:11][CH:10]=[CH:9]2)([O-:3])=[O:2]. The yield is 0.850. (4) The reactants are [Cl:1][C:2]1[S:28][C:5]2[NH:6][C:7]([C:9]([NH:11][CH:12]3[CH2:21][C:20]4[C:15](=[CH:16][CH:17]=[CH:18][CH:19]=4)[N:14]([CH2:22][CH:23]([OH:26])[CH2:24][OH:25])[C:13]3=[O:27])=[O:10])=[CH:8][C:4]=2[CH:3]=1.[CH:29]1[CH:30]=CC2N(O)N=NC=2[CH:34]=1.CCN=C=NCCCN(C)C.NC1CC2C(=CC=CC=2)N(CC2COC(C)(C)O2)C1=O. The catalyst is CN(C=O)C. The product is [CH3:34][C:29]1([CH3:30])[O:26][CH:23]([CH2:22][N:14]2[C:15]3[C:20](=[CH:19][CH:18]=[CH:17][CH:16]=3)[CH2:21][CH:12]([NH:11][C:9]([C:7]3[NH:6][C:5]4[S:28][C:2]([Cl:1])=[CH:3][C:4]=4[CH:8]=3)=[O:10])[C:13]2=[O:27])[CH2:24][O:25]1. The yield is 0.690.